This data is from Forward reaction prediction with 1.9M reactions from USPTO patents (1976-2016). The task is: Predict the product of the given reaction. (1) Given the reactants [CH3:1][CH:2]1[C:15]2([O:19]CCO2)[CH2:14][CH2:13][C:12]2([C:20]3[CH:25]=[CH:24][CH:23]=[CH:22][CH:21]=3)[CH:3]1[CH2:4][CH2:5][C:6]1[C:7](O)=[N:8][C:9]([C:26]3[CH:31]=[CH:30][CH:29]=[CH:28][CH:27]=3)=[N:10][C:11]=12.CCN(C(C)C)C(C)C.P(Cl)(Cl)([Cl:44])=O, predict the reaction product. The product is: [Cl:44][C:7]1[C:6]2[CH2:5][CH2:4][CH:3]3[CH:2]([CH3:1])[C:15](=[O:19])[CH2:14][CH2:13][C:12]3([C:20]3[CH:25]=[CH:24][CH:23]=[CH:22][CH:21]=3)[C:11]=2[N:10]=[C:9]([C:26]2[CH:27]=[CH:28][CH:29]=[CH:30][CH:31]=2)[N:8]=1. (2) Given the reactants C(Cl)(=O)C(Cl)=O.CS(C)=O.[F:11][C:12]([F:19])([F:18])[C@@H:13]([CH3:17])[CH2:14][CH2:15][OH:16].CCN(CC)CC.Cl, predict the reaction product. The product is: [F:11][C:12]([F:19])([F:18])[C@@H:13]([CH3:17])[CH2:14][CH:15]=[O:16].